From a dataset of Reaction yield outcomes from USPTO patents with 853,638 reactions. Predict the reaction yield, written as a fraction of the theoretical maximum amount of product (1.0 means a 100% yield; for example, 0.34 means a 34% yield). (1) The reactants are [CH3:1][C:2]1[N:3]=[C:4]([C:8]2[C:13]([O:14][C:15]3[C:24]4[C:19](=[CH:20][C:21]([O:27][CH2:28][CH:29]5[CH2:31][O:30]5)=[C:22]([O:25][CH3:26])[CH:23]=4)[N:18]=[CH:17][CH:16]=3)=[CH:12][C:11]([CH3:32])=[C:10]([CH3:33])[N:9]=2)[S:5][C:6]=1[CH3:7].FC(F)(F)C(O)=[O:37].[OH-].[Na+].O. The catalyst is C(Cl)Cl. The product is [CH3:1][C:2]1[N:3]=[C:4]([C:8]2[C:13]([O:14][C:15]3[C:24]4[C:19](=[CH:20][C:21]([O:27][CH2:28][CH:29]([OH:30])[CH2:31][OH:37])=[C:22]([O:25][CH3:26])[CH:23]=4)[N:18]=[CH:17][CH:16]=3)=[CH:12][C:11]([CH3:32])=[C:10]([CH3:33])[N:9]=2)[S:5][C:6]=1[CH3:7]. The yield is 1.00. (2) The reactants are C1(P(C2C=CC=CC=2)C2C=CC=CC=2)C=CC=CC=1.[OH:20][C:21]1[CH:31]=[CH:30][C:24]([C:25]([O:27][CH2:28][CH3:29])=[O:26])=[CH:23][CH:22]=1.C(OC(=O)[NH:38][CH2:39][CH2:40]O)(C)(C)C.N(C(OC(C)C)=O)=NC(OC(C)C)=O.C([Cl:60])(=O)C. The catalyst is O1CCCC1. The product is [ClH:60].[CH2:28]([O:27][C:25](=[O:26])[C:24]1[CH:23]=[CH:22][C:21]([O:20][CH2:40][CH2:39][NH2:38])=[CH:31][CH:30]=1)[CH3:29]. The yield is 0.619. (3) The reactants are [OH:1][C:2]1([C:12]2[CH:21]=[CH:20][C:15]([C:16]([NH:18][CH3:19])=[O:17])=[CH:14][CH:13]=2)[CH2:11][CH2:10][C:5]2(OCC[O:6]2)[CH2:4][CH2:3]1.C([O-])(O)=O.[Na+].C(OCC)(=O)C.CCCCCC. The catalyst is C1COCC1.Cl. The product is [OH:1][C:2]1([C:12]2[CH:13]=[CH:14][C:15]([C:16]([NH:18][CH3:19])=[O:17])=[CH:20][CH:21]=2)[CH2:11][CH2:10][C:5](=[O:6])[CH2:4][CH2:3]1. The yield is 0.900. (4) The reactants are [S:1]1[CH:5]=[CH:4][CH:3]=[C:2]1[C:6](Cl)=[O:7].[F:9][C:10]1[CH:11]=[C:12]2[C:17](=[CH:18][CH:19]=1)[N:16]([CH3:20])[C:15](=[O:21])[C:14]([C:22]#[N:23])=[C:13]2[N:24]1[CH2:29][CH2:28][NH:27][CH2:26][CH2:25]1. The yield is 0.980. The catalyst is N1C=CC=CC=1. The product is [F:9][C:10]1[CH:11]=[C:12]2[C:17](=[CH:18][CH:19]=1)[N:16]([CH3:20])[C:15](=[O:21])[C:14]([C:22]#[N:23])=[C:13]2[N:24]1[CH2:25][CH2:26][N:27]([C:6]([C:2]2[S:1][CH:5]=[CH:4][CH:3]=2)=[O:7])[CH2:28][CH2:29]1. (5) The reactants are [Cl:1][C:2]1[S:6][C:5]([C:7]([OH:9])=O)=[CH:4][C:3]=1[C:10]1[N:14]([CH3:15])[N:13]=[CH:12][C:11]=1[F:16].[NH2:17][C@@H:18]([CH2:31][C:32]1[CH:37]=[CH:36][CH:35]=[CH:34][C:33]=1[C:38]([F:41])([F:40])[F:39])[CH2:19][N:20]1[C:28](=[O:29])[C:27]2[C:22](=[CH:23][CH:24]=[CH:25][CH:26]=2)[C:21]1=[O:30].C(N(C(C)C)CC)(C)C.F[P-](F)(F)(F)(F)F.Br[P+](N1CCCC1)(N1CCCC1)N1CCCC1. The catalyst is C(Cl)Cl. The product is [Cl:1][C:2]1[S:6][C:5]([C:7]([NH:17][C@@H:18]([CH2:31][C:32]2[CH:37]=[CH:36][CH:35]=[CH:34][C:33]=2[C:38]([F:41])([F:39])[F:40])[CH2:19][N:20]2[C:28](=[O:29])[C:27]3[C:22](=[CH:23][CH:24]=[CH:25][CH:26]=3)[C:21]2=[O:30])=[O:9])=[CH:4][C:3]=1[C:10]1[N:14]([CH3:15])[N:13]=[CH:12][C:11]=1[F:16]. The yield is 0.635. (6) The reactants are Br.[Br:2][CH2:3][CH2:4][CH2:5][NH2:6].[O:7](C(OC(C)(C)C)=O)[C:8]([O:10][C:11]([CH3:14])([CH3:13])[CH3:12])=O.C([O-])([O-])=O.[K+].[K+]. The catalyst is C(O)C. The product is [Br:2][CH2:3][CH2:4][CH2:5][NH:6][C:8](=[O:7])[O:10][C:11]([CH3:14])([CH3:13])[CH3:12]. The yield is 0.940. (7) The reactants are C([O-])([O-])=O.[K+].[K+].[OH-].[K+].C(O/[CH:14]=[CH:15]/[C:16]1[C:21]([Cl:22])=[CH:20][N:19]=[C:18]([Cl:23])[N:17]=1)CCC.[I-].[NH2:25][N+:26]1[CH:31]=[CH:30][CH:29]=[CH:28][CH:27]=1. The catalyst is CS(C)=O.O. The product is [Cl:23][C:18]1[N:17]=[C:16]([C:15]2[CH:14]=[N:25][N:26]3[CH:31]=[CH:30][CH:29]=[CH:28][C:27]=23)[C:21]([Cl:22])=[CH:20][N:19]=1. The yield is 0.200.